This data is from Reaction yield outcomes from USPTO patents with 853,638 reactions. The task is: Predict the reaction yield, written as a fraction of the theoretical maximum amount of product (1.0 means a 100% yield; for example, 0.34 means a 34% yield). (1) The reactants are [CH2:1]([CH:3]([CH2:6][CH3:7])[CH:4]=O)[CH3:2].[C:8]([CH2:10][C:11]([O:13][CH2:14][C:15]1[CH:20]=[CH:19][CH:18]=[CH:17][CH:16]=1)=[O:12])#[N:9].C(O)(=O)C.N1CCCCC1. No catalyst specified. The product is [CH2:14]([O:13][C:11](=[O:12])[C:10]([C:8]#[N:9])=[CH:4][CH:3]([CH2:6][CH3:7])[CH2:1][CH3:2])[C:15]1[CH:20]=[CH:19][CH:18]=[CH:17][CH:16]=1. The yield is 0.950. (2) The reactants are Cl[C:2](Cl)([O:4]C(=O)OC(Cl)(Cl)Cl)Cl.[CH3:13][CH:14]1[CH2:18][CH2:17][CH2:16][N:15]1[CH2:19][CH2:20][CH2:21][O:22][C:23]1[CH:28]=[CH:27][C:26]([C:29]2[S:30][C:31]3[CH2:32][NH:33][CH2:34][CH2:35][C:36]=3[N:37]=2)=[CH:25][CH:24]=1.[NH:38]1[CH2:43][CH2:42][O:41][CH2:40][CH2:39]1.C(N(CC)CC)C.[Na]. The catalyst is ClCCl. The product is [CH3:13][CH:14]1[CH2:18][CH2:17][CH2:16][N:15]1[CH2:19][CH2:20][CH2:21][O:22][C:23]1[CH:24]=[CH:25][C:26]([C:29]2[S:30][C:31]3[CH2:32][N:33]([C:2]([N:38]4[CH2:43][CH2:42][O:41][CH2:40][CH2:39]4)=[O:4])[CH2:34][CH2:35][C:36]=3[N:37]=2)=[CH:27][CH:28]=1. The yield is 0.480.